Dataset: Full USPTO retrosynthesis dataset with 1.9M reactions from patents (1976-2016). Task: Predict the reactants needed to synthesize the given product. (1) Given the product [OH:37][CH:13]([C:8]1[CH:9]=[CH:10][CH:11]=[CH:12][C:7]=1[CH2:6][NH:5][C:3](=[O:4])[C:2]([F:15])([F:16])[F:1])[CH2:14][OH:21], predict the reactants needed to synthesize it. The reactants are: [F:1][C:2]([F:16])([F:15])[C:3]([NH:5][CH2:6][C:7]1[CH:12]=[CH:11][CH:10]=[CH:9][C:8]=1[CH:13]=[CH2:14])=[O:4].C[N+]1([O-])CC[O:21]CC1.C1COCC1.S([O-])([O-])(=O)=S.[Na+].[Na+].[OH2:37]. (2) Given the product [CH3:12][O:13][CH2:14][CH:15]1[NH:16][CH2:17][CH2:18][N:19]([C:2]2[N:7]=[CH:6][C:5]([C:8]([O:10][CH3:11])=[O:9])=[CH:4][N:3]=2)[CH2:20]1, predict the reactants needed to synthesize it. The reactants are: Cl[C:2]1[N:7]=[CH:6][C:5]([C:8]([O:10][CH3:11])=[O:9])=[CH:4][N:3]=1.[CH3:12][O:13][CH2:14][CH:15]1[CH2:20][NH:19][CH2:18][CH2:17][NH:16]1.C(N(C(C)C)C(C)C)C.